From a dataset of Forward reaction prediction with 1.9M reactions from USPTO patents (1976-2016). Predict the product of the given reaction. Given the reactants [Cl:1][C:2]1[CH:7]=[CH:6][C:5]([C:8]2[CH:13]=[CH:12][C:11]([C:14](=O)[CH2:15][CH2:16][C:17]([OH:19])=[O:18])=[CH:10][CH:9]=2)=[CH:4][CH:3]=1.C[NH:22][NH:23][CH3:24].[CH2:25](Cl)Cl, predict the reaction product. The product is: [Cl:1][C:2]1[CH:7]=[CH:6][C:5]([C:8]2[CH:13]=[CH:12][C:11]([C:14](=[N:22][N:23]([CH3:24])[CH3:25])[CH2:15][CH2:16][C:17]([OH:19])=[O:18])=[CH:10][CH:9]=2)=[CH:4][CH:3]=1.